This data is from Experimentally validated miRNA-target interactions with 360,000+ pairs, plus equal number of negative samples. The task is: Binary Classification. Given a miRNA mature sequence and a target amino acid sequence, predict their likelihood of interaction. (1) The miRNA is hsa-miR-6880-3p with sequence CCGCCUUCUCUCCUCCCCCAG. The protein sequence of the target gene is MLPITDRLLHLLGLEKTAFRIYAVSTLLLFLLFFLFRLLLRFLRLCRSFYITCRRLRCFPQPPRRNWLLGHLGMYLPNEAGLQDEKKVLDNMHHVLLVWMGPVLPLLVLVHPDYIKPLLGASAAIAPKDDLFYGFLKPWLGDGLLLSKGDKWSRHRRLLTPAFHFDILKPYMKIFNQSADIMHAKWRHLAEGSAVSLDMFEHISLMTLDSLQKCVFSYNSNCQEKMSDYISAIIELSALSVRRQYRLHHYLDFIYYRSADGRRFRQACDMVHHFTTEVIQERRRALRQQGAEAWLKAKQG.... Result: 0 (no interaction). (2) The miRNA is hsa-miR-7109-5p with sequence CUGGGGGGAGGAGACCCUGCU. The protein sequence of the target gene is MFNVESVERVELCESLLTWIQTFNVDAPCQTAEDLTNGVVMSQVLQKIDPVYFDDNWLNRIKTEVGDNWRLKISNLKKILKGILDYNHEILGQQINDFTLPDVNLIGEHSDAAELGRMLQLILGCAVNCEQKQEYIQAIMMMEESVQHVVMTAIQELMSKESPVSAGHDAYVDLDRQLKKTTEELNEALSAKEEIAQRCHELDMQVAALQEEKSSLLAENQILMERLNQSDSIEDPNSPAGRRHLQLQTQLEQLQEETFRLEAAKDDYRIRCEELEKEISELRQQNDELTTLADEAQSLK.... Result: 0 (no interaction). (3) The miRNA is mmu-miR-98-5p with sequence UGAGGUAGUAAGUUGUAUUGUU. The protein sequence of the target gene is MKHYEVEILDAKTREKLCFLDKVEPHATIAEIKNLFTKTHPQWYPARQSLRLDPKGKSLKDEDVLQKLPVGTTATLYFRDLGAQISWVTVFLTEYAGPLFIYLLFYFRVPFIYGHKYDFTSSRHTVVHLACICHSFHYIKRLLETLFVHRFSHGTMPLRNIFKNCTYYWGFAAWMAYYINHPLYTPPTYGAQQVKLALAIFVICQLGNFSIHMALRDLRPAGSKTRKIPYPTKNPFTWLFLLVSCPNYTYEVGSWIGFAIMTQCLPVALFSLVGFTQMTIWAKGKHRSYLKEFRDYPPLR.... Result: 0 (no interaction).